Dataset: Full USPTO retrosynthesis dataset with 1.9M reactions from patents (1976-2016). Task: Predict the reactants needed to synthesize the given product. (1) Given the product [CH3:27][C:25]1[N:26]=[C:21]([CH2:20][N:13]([C:11]2[CH:12]=[CH:7][CH:8]=[CH:9][N:10]=2)[C:14]2[CH:15]=[CH:16][CH:17]=[CH:18][N:19]=2)[CH:22]=[CH:23][CH:24]=1, predict the reactants needed to synthesize it. The reactants are: [OH-].[K+].CS(C)=O.[CH:7]1[CH:12]=[C:11]([NH:13][C:14]2[N:19]=[CH:18][CH:17]=[CH:16][CH:15]=2)[N:10]=[CH:9][CH:8]=1.[CH3:20][C:21]1[N:26]=[C:25]([CH2:27]Br)[CH:24]=[CH:23][CH:22]=1. (2) The reactants are: C[Al](C)C.CCCCCC.[CH:11]1[C:16]([NH2:17])=[CH:15][CH:14]=[C:13]([S:18]([NH:21][C:22]2[S:26][CH:25]=[CH:24][N:23]=2)(=[O:20])=[O:19])[CH:12]=1.[Cl:27][C:28]1[CH:29]=[C:30]2[C:35](=[CH:36][CH:37]=1)[N:34]([C@H:38]1[CH2:42][CH2:41][O:40][C:39]1=[O:43])[CH2:33][CH2:32][CH2:31]2.Cl. Given the product [Cl:27][C:28]1[CH:29]=[C:30]2[C:35](=[CH:36][CH:37]=1)[N:34]([C@@H:38]([CH2:42][CH2:41][OH:40])[C:39]([NH:17][C:16]1[CH:11]=[CH:12][C:13]([S:18](=[O:20])(=[O:19])[NH:21][C:22]3[S:26][CH:25]=[CH:24][N:23]=3)=[CH:14][CH:15]=1)=[O:43])[CH2:33][CH2:32][CH2:31]2, predict the reactants needed to synthesize it. (3) Given the product [C:1]([N:21]1[C@@H:20]([CH:17]([CH3:19])[CH3:18])[CH2:24][O:23][C:22]1=[O:25])(=[O:7])[CH2:2][CH2:3][CH2:4][CH3:5], predict the reactants needed to synthesize it. The reactants are: [C:1]([OH:7])(=O)[CH2:2][CH2:3][CH2:4][CH3:5].C(Cl)(=O)C(C)(C)C.[Cl-].[Li+].[CH:17]([C@H:20]1[CH2:24][O:23][C:22](=[O:25])[NH:21]1)([CH3:19])[CH3:18].C(=O)([O-])[O-].[Na+].[Na+]. (4) Given the product [CH3:31][O:30][C:29]([C:11]1[N:10]([S:7]([C:1]2[CH:6]=[CH:5][CH:4]=[CH:3][CH:2]=2)(=[O:9])=[O:8])[C:14]2=[N:15][CH:16]=[C:17]([S:19][CH3:20])[CH:18]=[C:13]2[CH:12]=1)=[O:32], predict the reactants needed to synthesize it. The reactants are: [C:1]1([S:7]([N:10]2[C:14]3=[N:15][CH:16]=[C:17]([S:19][CH3:20])[CH:18]=[C:13]3[CH:12]=[CH:11]2)(=[O:9])=[O:8])[CH:6]=[CH:5][CH:4]=[CH:3][CH:2]=1.C([N-]C(C)C)(C)C.[Li+].[C:29](=O)([O:32]C)[O:30][CH3:31].[Cl-].[NH4+].